Dataset: Reaction yield outcomes from USPTO patents with 853,638 reactions. Task: Predict the reaction yield, written as a fraction of the theoretical maximum amount of product (1.0 means a 100% yield; for example, 0.34 means a 34% yield). (1) The reactants are [C:1]([O:5][C:6]([NH:8][C@@H:9]([CH:13]([CH3:15])[CH3:14])[C:10]([OH:12])=O)=[O:7])([CH3:4])([CH3:3])[CH3:2].CN(C(ON1N=NC2C=CC=CC1=2)=[N+](C)C)C.[B-](F)(F)(F)F.CN1CCOCC1.Cl.[CH3:46][C:47]1([OH:51])[CH2:50][NH:49][CH2:48]1. The catalyst is CN(C=O)C. The product is [OH:51][C:47]1([CH3:46])[CH2:50][N:49]([C:10](=[O:12])[C@@H:9]([NH:8][C:6](=[O:7])[O:5][C:1]([CH3:2])([CH3:3])[CH3:4])[CH:13]([CH3:15])[CH3:14])[CH2:48]1. The yield is 1.00. (2) The reactants are [NH2:1][CH2:2][CH2:3][CH2:4][CH2:5][CH2:6][CH2:7][N:8]1[CH:12]([CH:13]([C:32]2[CH:37]=[CH:36][CH:35]=[CH:34][CH:33]=2)[O:14][CH:15]([C:24]2[CH:29]=[CH:28][C:27]([O:30][CH3:31])=[CH:26][CH:25]=2)[C:16]2[CH:21]=[CH:20][C:19]([O:22][CH3:23])=[CH:18][CH:17]=2)[CH2:11][CH:10]([OH:38])[CH2:9]1.C(N([CH2:44][CH3:45])CC)C.[CH3:46][C@@H:47]([C@@H:54]1[C@@:58]2([CH3:76])[CH2:59][CH2:60][CH:61]3[C@@:66]4([CH3:75])[CH2:67][CH2:68][CH:69]([O:71][C:72](Cl)=[O:73])[CH2:70][C:65]4=[CH:64][CH2:63][CH:62]3[CH:57]2[CH2:56][CH2:55]1)CCCC(C)C.CO.C(Cl)(Cl)Cl. The catalyst is ClCCl. The product is [CH3:75][C:66]12[CH2:67][CH2:68][CH:69]([O:71][C:72](=[O:73])[NH:1][CH2:2][CH2:3][CH2:4][CH2:5][CH2:6][CH2:7][N:8]3[CH2:9][CH:10]([OH:38])[CH2:11][CH:12]3[CH:13]([C:32]3[CH:33]=[CH:34][CH:35]=[CH:36][CH:37]=3)[O:14][CH:15]([C:16]3[CH:21]=[CH:20][C:19]([O:22][CH3:23])=[CH:18][CH:17]=3)[C:24]3[CH:29]=[CH:28][C:27]([O:30][CH3:31])=[CH:26][CH:25]=3)[CH2:70][C:65]1=[CH:64][CH2:63][CH:62]1[CH:61]2[CH2:60][CH2:59][C:58]2([CH3:76])[CH:57]1[CH2:56][CH2:55][CH:54]2[CH2:47][CH2:46][CH2:2][CH2:3][CH2:4][CH2:5][CH2:44][CH3:45]. The yield is 0.370. (3) The reactants are CS(O[CH2:6][C@H:7]([CH2:11][C:12]1[CH:17]=[CH:16][C:15]2[O:18][CH2:19][O:20][C:14]=2[CH:13]=1)[C:8]([OH:10])=[O:9])(=O)=O.[OH-].[Na+]. The catalyst is C(OCC)(=O)C. The product is [CH2:19]1[O:18][C:15]2[CH:16]=[CH:17][C:12]([CH2:11][C@H:7]3[CH2:6][O:9][C:8]3=[O:10])=[CH:13][C:14]=2[O:20]1. The yield is 0.401. (4) The reactants are C([O:8][C:9]1[CH:14]=[C:13]([O:15]CC2C=CC=CC=2)[C:12]([C:23]([CH3:25])=[CH2:24])=[CH:11][C:10]=1[C:26]([N:28]1[CH2:36][C:35]2[C:30](=[CH:31][CH:32]=[CH:33][C:34]=2[O:37][CH2:38][CH2:39][CH2:40][N:41]2[CH2:46][CH2:45][O:44][CH2:43][CH2:42]2)[CH2:29]1)=[O:27])C1C=CC=CC=1. The catalyst is CO.[Pd]. The product is [OH:8][C:9]1[CH:14]=[C:13]([OH:15])[C:12]([CH:23]([CH3:25])[CH3:24])=[CH:11][C:10]=1[C:26]([N:28]1[CH2:36][C:35]2[C:30](=[CH:31][CH:32]=[CH:33][C:34]=2[O:37][CH2:38][CH2:39][CH2:40][N:41]2[CH2:42][CH2:43][O:44][CH2:45][CH2:46]2)[CH2:29]1)=[O:27]. The yield is 0.0600. (5) The reactants are [CH2:1]([O:3][C:4]([C:6]1[CH:7]=[C:8]2[C:13](=[CH:14][CH:15]=1)[NH:12][CH:11]([C:16]1[CH:21]=[CH:20][CH:19]=[C:18]([NH2:22])[CH:17]=1)[C:10]([CH3:24])([CH3:23])[CH2:9]2)=[O:5])[CH3:2].[C:25](O)(=[O:32])[C:26]1[CH:31]=[CH:30][CH:29]=[CH:28][CH:27]=1.CN(C(ON1N=NC2C=CC=NC1=2)=[N+](C)C)C.F[P-](F)(F)(F)(F)F.C(N(CC)CC)C. The catalyst is ClCCl. The product is [CH2:1]([O:3][C:4]([C:6]1[CH:7]=[C:8]2[C:13](=[CH:14][CH:15]=1)[NH:12][CH:11]([C:16]1[CH:21]=[CH:20][CH:19]=[C:18]([NH:22][C:25](=[O:32])[C:26]3[CH:31]=[CH:30][CH:29]=[CH:28][CH:27]=3)[CH:17]=1)[C:10]([CH3:23])([CH3:24])[CH2:9]2)=[O:5])[CH3:2]. The yield is 1.00. (6) The reactants are [CH3:1][C:2]1[CH:7]=[CH:6][N:5]=[CH:4][C:3]=1[N:8]1[CH2:12][CH2:11][NH:10][C:9]1=[O:13].Br[C:15]1[CH:20]=[CH:19][CH:18]=[C:17]([C:21]([F:24])([F:23])[F:22])[CH:16]=1.N[C@@H]1CCCC[C@H]1N.P([O-])([O-])([O-])=O.[K+].[K+].[K+]. The catalyst is [Cu](I)I.O1CCOCC1. The product is [CH3:1][C:2]1[CH:7]=[CH:6][N:5]=[CH:4][C:3]=1[N:8]1[CH2:12][CH2:11][N:10]([C:15]2[CH:20]=[CH:19][CH:18]=[C:17]([C:21]([F:24])([F:23])[F:22])[CH:16]=2)[C:9]1=[O:13]. The yield is 0.701.